From a dataset of Reaction yield outcomes from USPTO patents with 853,638 reactions. Predict the reaction yield, written as a fraction of the theoretical maximum amount of product (1.0 means a 100% yield; for example, 0.34 means a 34% yield). (1) The reactants are Cl[C:2]1[N:3]=[C:4]([NH:12][CH2:13]/[CH:14]=[CH:15]/[C:16]2[CH:21]=[CH:20][CH:19]=[CH:18][CH:17]=2)[C:5]2[S:10][CH:9]=[C:8]([CH3:11])[C:6]=2[N:7]=1.[CH2:22]([NH2:25])[CH:23]=[CH2:24].C(=O)([O-])O.[Na+]. No catalyst specified. The product is [CH2:22]([NH:25][C:2]1[N:3]=[C:4]([NH:12][CH2:13]/[CH:14]=[CH:15]/[C:16]2[CH:21]=[CH:20][CH:19]=[CH:18][CH:17]=2)[C:5]2[S:10][CH:9]=[C:8]([CH3:11])[C:6]=2[N:7]=1)[CH:23]=[CH2:24]. The yield is 0.815. (2) The reactants are [CH2:1]([N:8]1[CH2:18][CH2:17][C:11]2[N:12]=[CH:13][NH:14][C:15](=O)[C:10]=2[CH2:9]1)[C:2]1[CH:7]=[CH:6][CH:5]=[CH:4][CH:3]=1.P(Cl)(Cl)([Cl:21])=O.C(#N)C. The catalyst is CN(C=O)C. The product is [CH2:1]([N:8]1[CH2:18][CH2:17][C:11]2[N:12]=[CH:13][N:14]=[C:15]([Cl:21])[C:10]=2[CH2:9]1)[C:2]1[CH:7]=[CH:6][CH:5]=[CH:4][CH:3]=1. The yield is 0.578. (3) The reactants are [CH2:1]([O:8][C:9]([CH3:13])([CH3:12])[CH2:10][OH:11])[C:2]1[CH:7]=[CH:6][CH:5]=[CH:4][CH:3]=1.C1C=C[NH+]=CC=1.[O-][Cr](Cl)(=O)=O. The catalyst is ClCCl. The product is [CH2:1]([O:8][C:9]([CH3:13])([CH3:12])[CH:10]=[O:11])[C:2]1[CH:7]=[CH:6][CH:5]=[CH:4][CH:3]=1. The yield is 0.600. (4) The reactants are [CH3:1][CH:2]([CH3:12])[CH:3]=[CH:4][CH2:5][CH2:6][CH2:7][CH2:8][C:9]([OH:11])=[O:10].N[C@H]1CCCC[C@H]1O. The catalyst is C(Cl)(Cl)Cl. The product is [CH3:1][CH:2]([CH3:12])/[CH:3]=[CH:4]/[CH2:5][CH2:6][CH2:7][CH2:8][C:9]([OH:11])=[O:10]. The yield is 0.351. (5) The reactants are [CH3:1][C:2]1[N:7]=[C:6]([C:8]2[N:13]=[CH:12][C:11]3[CH:14]=[N:15][NH:16][C:10]=3[CH:9]=2)[CH:5]=[N:4][CH:3]=1.Cl[C:18]1[N:23]=[C:22]([N:24]2[CH2:29][CH2:28][CH2:27][C@H:26]([NH:30][C:31](=[O:37])[O:32][C:33]([CH3:36])([CH3:35])[CH3:34])[CH2:25]2)[C:21]([F:38])=[CH:20][CH:19]=1.C(=O)([O-])[O-].[Cs+].[Cs+].CC1(C)C2C(=C(P(C3C=CC=CC=3)C3C=CC=CC=3)C=CC=2)OC2C(P(C3C=CC=CC=3)C3C=CC=CC=3)=CC=CC1=2. The catalyst is O1CCOCC1.C1C=CC(/C=C/C(/C=C/C2C=CC=CC=2)=O)=CC=1.C1C=CC(/C=C/C(/C=C/C2C=CC=CC=2)=O)=CC=1.C1C=CC(/C=C/C(/C=C/C2C=CC=CC=2)=O)=CC=1.[Pd].[Pd]. The product is [F:38][C:21]1[C:22]([N:24]2[CH2:29][CH2:28][CH2:27][C@H:26]([NH:30][C:31](=[O:37])[O:32][C:33]([CH3:35])([CH3:34])[CH3:36])[CH2:25]2)=[N:23][C:18]([N:16]2[C:10]3[CH:9]=[C:8]([C:6]4[CH:5]=[N:4][CH:3]=[C:2]([CH3:1])[N:7]=4)[N:13]=[CH:12][C:11]=3[CH:14]=[N:15]2)=[CH:19][CH:20]=1. The yield is 0.160. (6) The reactants are [CH2:1]([O:8][C:9]([N:11]1[CH2:16][CH2:15][CH2:14][CH:13]([C:17]2[CH:22]=[CH:21][C:20]([CH3:23])=[C:19]([NH2:24])[CH:18]=2)[CH2:12]1)=[O:10])[C:2]1[CH:7]=[CH:6][CH:5]=[CH:4][CH:3]=1.C(=O)([O-])[O-].[Cs+].[Cs+].Br[CH2:32][C:33]([O:35][CH2:36][CH3:37])=[O:34]. The catalyst is CN(C)C=O.O. The product is [CH2:1]([O:8][C:9]([N:11]1[CH2:16][CH2:15][CH2:14][CH:13]([C:17]2[CH:22]=[CH:21][C:20]([CH3:23])=[C:19]([NH:24][CH2:32][C:33]([O:35][CH2:36][CH3:37])=[O:34])[CH:18]=2)[CH2:12]1)=[O:10])[C:2]1[CH:3]=[CH:4][CH:5]=[CH:6][CH:7]=1. The yield is 0.520. (7) The product is [Si:1]([O:8][CH2:9][C@H:10]1[C@H:14]2[O:15][C:16]([CH3:19])([CH3:18])[O:17][C@H:13]2[C@H:12]([NH:20][C:22]2[N:23]=[C:24]([NH:29][C@@H:30]3[C:38]4[C:33](=[CH:34][CH:35]=[CH:36][CH:37]=4)[CH2:32][CH2:31]3)[N:25]=[C:26]([CH3:28])[N:27]=2)[CH2:11]1)([C:4]([CH3:7])([CH3:5])[CH3:6])([CH3:2])[CH3:3]. The catalyst is O1CCOCC1. The yield is 0.240. The reactants are [Si:1]([O:8][CH2:9][C@@H:10]1[C@H:14]2[O:15][C:16]([CH3:19])([CH3:18])[O:17][C@H:13]2[C@H:12]([NH2:20])[CH2:11]1)([C:4]([CH3:7])([CH3:6])[CH3:5])([CH3:3])[CH3:2].Cl[C:22]1[N:27]=[C:26]([CH3:28])[N:25]=[C:24]([NH:29][C@@H:30]2[C:38]3[C:33](=[CH:34][CH:35]=[CH:36][CH:37]=3)[CH2:32][CH2:31]2)[N:23]=1.C(=O)([O-])[O-].[K+].[K+]. (8) The reactants are Cl[C:2]1[O:3][C:4]2[C:5](=[C:7]([C:19]#[N:20])[C:8]([CH3:18])=[C:9]([C:12]3[CH:17]=[CH:16][CH:15]=[CH:14][CH:13]=3)[C:10]=2[F:11])[N:6]=1.C(N(C(C)C)CC)(C)C.[CH3:30][NH:31][CH2:32][CH2:33][OH:34]. The catalyst is ClCCl. The product is [F:11][C:10]1[C:9]([C:12]2[CH:17]=[CH:16][CH:15]=[CH:14][CH:13]=2)=[C:8]([CH3:18])[C:7]([C:19]#[N:20])=[C:5]2[C:4]=1[O:3][C:2]([N:31]([CH2:32][CH2:33][OH:34])[CH3:30])=[N:6]2. The yield is 0.930. (9) The reactants are C(O)C.[CH3:4][O:5][C:6]1[CH:15]=[C:14]2[C:9]([CH2:10][CH2:11][C@H:12]([NH2:16])[CH2:13]2)=[CH:8][CH:7]=1.[ClH:17]. The catalyst is C1(C)C=CC=CC=1. The product is [ClH:17].[CH3:4][O:5][C:6]1[CH:15]=[C:14]2[C:9]([CH2:10][CH2:11][C@H:12]([NH2:16])[CH2:13]2)=[CH:8][CH:7]=1. The yield is 0.830.